Dataset: CYP2C9 inhibition data for predicting drug metabolism from PubChem BioAssay. Task: Regression/Classification. Given a drug SMILES string, predict its absorption, distribution, metabolism, or excretion properties. Task type varies by dataset: regression for continuous measurements (e.g., permeability, clearance, half-life) or binary classification for categorical outcomes (e.g., BBB penetration, CYP inhibition). Dataset: cyp2c9_veith. The molecule is COc1ccccc1CN1CCC2(CC1)CCN(S(C)(=O)=O)CC2. The result is 0 (non-inhibitor).